This data is from Full USPTO retrosynthesis dataset with 1.9M reactions from patents (1976-2016). The task is: Predict the reactants needed to synthesize the given product. (1) Given the product [N+:1]([C:4]1[CH:9]=[CH:8][C:7]([O:10][C:11](=[O:15])[O:12][CH2:13][I:16])=[CH:6][CH:5]=1)([O-:3])=[O:2], predict the reactants needed to synthesize it. The reactants are: [N+:1]([C:4]1[CH:9]=[CH:8][C:7]([O:10][C:11](=[O:15])[O:12][CH2:13]Cl)=[CH:6][CH:5]=1)([O-:3])=[O:2].[I-:16].[Na+]. (2) Given the product [OH:29][CH2:28][C:13]1([C:23]([O:25][CH2:26][CH3:27])=[O:24])[C:22]2[C:17](=[CH:18][CH:19]=[CH:20][CH:21]=2)[CH2:16][CH2:15][CH2:14]1, predict the reactants needed to synthesize it. The reactants are: C(NC(C)C)(C)C.C([Li])CCC.[CH:13]1([C:23]([O:25][CH2:26][CH3:27])=[O:24])[C:22]2[C:17](=[CH:18][CH:19]=[CH:20][CH:21]=2)[CH2:16][CH2:15][CH2:14]1.[CH2:28]=[O:29]. (3) Given the product [F:14][C:10]1[CH:9]=[C:8]([C:7]2[C:2]([C:24]3[CH:29]=[CH:28][N:27]=[CH:26][CH:25]=3)=[CH:3][CH:4]=[C:5]([NH2:15])[N:6]=2)[CH:13]=[CH:12][CH:11]=1, predict the reactants needed to synthesize it. The reactants are: Br[C:2]1[CH:3]=[CH:4][C:5]([NH2:15])=[N:6][C:7]=1[C:8]1[CH:13]=[CH:12][CH:11]=[C:10]([F:14])[CH:9]=1.CC1(C)C(C)(C)OB([C:24]2[CH:29]=[CH:28][N:27]=[CH:26][CH:25]=2)O1.C(=O)([O-])[O-].[Cs+].[Cs+]. (4) Given the product [CH2:1]([OH:8])[C@@H:2]([C@@H:4]([CH2:6][OH:7])[OH:5])[OH:3].[CH2:9]([OH:31])[C@H:10]1[O:15][C@@H:14]([O:16][C@H:17]2[C@H:22]([OH:27])[C@@:23]([OH:26])([CH2:24][OH:25])[O:21][C@@H:18]2[CH2:19][OH:20])[C@H:13]([OH:28])[C@@H:12]([OH:29])[C@H:11]1[OH:30], predict the reactants needed to synthesize it. The reactants are: [CH2:1]([OH:8])[C@@H:2]([C@@H:4]([CH2:6][OH:7])[OH:5])[OH:3].[CH2:9]([OH:31])[C@H:10]1[O:15][C@@H:14]([O:16][C@@H:17]([C@H:22]([OH:27])[C@@H:23]([OH:26])[CH2:24][OH:25])[C@H:18]([OH:21])[CH2:19][OH:20])[C@H:13]([OH:28])[C@@H:12]([OH:29])[C@H:11]1[OH:30].O.